This data is from Reaction yield outcomes from USPTO patents with 853,638 reactions. The task is: Predict the reaction yield, written as a fraction of the theoretical maximum amount of product (1.0 means a 100% yield; for example, 0.34 means a 34% yield). The reactants are [F:1][C:2]1[C:3]([C:9]2[N:13]([CH:14]3[CH2:19][CH2:18][O:17][CH2:16][CH2:15]3)[C:12]([CH3:20])=[N:11][CH:10]=2)=[N:4][C:5]([NH2:8])=[N:6][CH:7]=1.Br[C:22]1[CH:23]=[CH:24][C:25]([S:28]([N:31]2[CH2:36][CH2:35][N:34]([CH3:37])[CH2:33][CH2:32]2)(=[O:30])=[O:29])=[N:26][CH:27]=1.C([O-])([O-])=O.[Cs+].[Cs+].CC1(C)C2C(=C(P(C3C=CC=CC=3)C3C=CC=CC=3)C=CC=2)OC2C(P(C3C=CC=CC=3)C3C=CC=CC=3)=CC=CC1=2. The catalyst is C1C=CC(/C=C/C(/C=C/C2C=CC=CC=2)=O)=CC=1.C1C=CC(/C=C/C(/C=C/C2C=CC=CC=2)=O)=CC=1.C1C=CC(/C=C/C(/C=C/C2C=CC=CC=2)=O)=CC=1.[Pd].[Pd].O1CCOCC1. The product is [F:1][C:2]1[C:3]([C:9]2[N:13]([CH:14]3[CH2:19][CH2:18][O:17][CH2:16][CH2:15]3)[C:12]([CH3:20])=[N:11][CH:10]=2)=[N:4][C:5]([NH:8][C:22]2[CH:27]=[N:26][C:25]([S:28]([N:31]3[CH2:32][CH2:33][N:34]([CH3:37])[CH2:35][CH2:36]3)(=[O:30])=[O:29])=[CH:24][CH:23]=2)=[N:6][CH:7]=1. The yield is 0.170.